The task is: Predict the product of the given reaction.. This data is from Forward reaction prediction with 1.9M reactions from USPTO patents (1976-2016). (1) Given the reactants [H-].[Na+].[C:3]([C:5]([CH3:27])([CH3:26])[C:6]1[CH:7]=[C:8]([CH:22]=[C:23]([OH:25])[CH:24]=1)[C:9]([NH:11][C:12]1[CH:17]=[CH:16][C:15]([CH3:18])=[C:14]([N+:19]([O-:21])=[O:20])[CH:13]=1)=[O:10])#[N:4].I[CH:29]1[CH2:34][CH2:33][N:32]([CH3:35])[CH2:31][CH2:30]1.O, predict the reaction product. The product is: [C:3]([C:5]([CH3:27])([CH3:26])[C:6]1[CH:7]=[C:8]([CH:22]=[C:23]([O:25][CH:29]2[CH2:34][CH2:33][N:32]([CH3:35])[CH2:31][CH2:30]2)[CH:24]=1)[C:9]([NH:11][C:12]1[CH:17]=[CH:16][C:15]([CH3:18])=[C:14]([N+:19]([O-:21])=[O:20])[CH:13]=1)=[O:10])#[N:4]. (2) Given the reactants [H-].[Li+].[OH:3][C:4]1[C:9](=[O:10])[NH:8][C:7]([CH3:11])=[C:6]([C:12]([O:14][CH2:15][CH3:16])=[O:13])[CH:5]=1.I[CH3:18], predict the reaction product. The product is: [CH3:18][O:3][C:4]1[C:9](=[O:10])[NH:8][C:7]([CH3:11])=[C:6]([C:12]([O:14][CH2:15][CH3:16])=[O:13])[CH:5]=1. (3) Given the reactants C1(P(C2C=CC=CC=2)C2C=CC=CC=2)C=CC=CC=1.[Br:20]Br.[C:22]([C:26]1[CH:31]=[CH:30][C:29]([C:32]2[CH:37]=[CH:36][N+:35]([O-])=[CH:34][CH:33]=2)=[CH:28][CH:27]=1)([CH3:25])([CH3:24])[CH3:23].CCN(CC)CC, predict the reaction product. The product is: [C:22]([C:26]1[CH:31]=[CH:30][C:29]([C:32]2[CH:37]=[CH:36][N:35]=[C:34]([Br:20])[CH:33]=2)=[CH:28][CH:27]=1)([CH3:25])([CH3:24])[CH3:23]. (4) Given the reactants [I:1][C:2]1[CH:11]=[C:6]([C:7]([O:9][CH3:10])=[O:8])[C:5]([OH:12])=[CH:4][CH:3]=1.C(=O)([O-])[O-].[K+].[K+].[CH2:19](Br)[C:20]1[CH:25]=[CH:24][CH:23]=[CH:22][CH:21]=1, predict the reaction product. The product is: [CH2:19]([O:12][C:5]1[CH:4]=[CH:3][C:2]([I:1])=[CH:11][C:6]=1[C:7]([O:9][CH3:10])=[O:8])[C:20]1[CH:25]=[CH:24][CH:23]=[CH:22][CH:21]=1. (5) Given the reactants Cl[CH2:2][C:3]1[C:4]([C:9]2[CH:14]=[CH:13][C:12]([Cl:15])=[CH:11][CH:10]=2)=[N:5][O:6][C:7]=1[CH3:8].C(OCC)(=O)[CH2:17][C:18]([O:20]CC)=[O:19].[H-].[Na+].Cl, predict the reaction product. The product is: [Cl:15][C:12]1[CH:13]=[CH:14][C:9]([C:4]2[C:3]([CH2:2][CH2:17][C:18]([OH:20])=[O:19])=[C:7]([CH3:8])[O:6][N:5]=2)=[CH:10][CH:11]=1. (6) Given the reactants [CH:1]1([CH2:7][CH2:8][CH2:9][C@@H:10]([C:19]2[O:23][N:22]=[C:21]([CH2:24]OS(C3C=CC(C)=CC=3)(=O)=O)[N:20]=2)[CH2:11][C:12]([O:14][C:15]([CH3:18])([CH3:17])[CH3:16])=[O:13])[CH2:6][CH2:5][CH2:4][CH2:3][CH2:2]1.[CH3:36][O:37][CH2:38][CH2:39][CH2:40][NH2:41], predict the reaction product. The product is: [CH:1]1([CH2:7][CH2:8][CH2:9][C@@H:10]([C:19]2[O:23][N:22]=[C:21]([CH2:24][NH:41][CH2:40][CH2:39][CH2:38][O:37][CH3:36])[N:20]=2)[CH2:11][C:12]([O:14][C:15]([CH3:18])([CH3:16])[CH3:17])=[O:13])[CH2:6][CH2:5][CH2:4][CH2:3][CH2:2]1. (7) Given the reactants C([O:3][C:4]([CH:6]1[CH2:15][CH2:14][C:9]2([O:13][CH2:12][CH2:11][O:10]2)[CH2:8][CH2:7]1)=O)C.[H-].C([Al+]CC(C)C)C(C)C, predict the reaction product. The product is: [O:10]1[C:9]2([CH2:14][CH2:15][CH:6]([CH:4]=[O:3])[CH2:7][CH2:8]2)[O:13][CH2:12][CH2:11]1.